This data is from Reaction yield outcomes from USPTO patents with 853,638 reactions. The task is: Predict the reaction yield, written as a fraction of the theoretical maximum amount of product (1.0 means a 100% yield; for example, 0.34 means a 34% yield). (1) The reactants are [NH:1]1[CH:5]=[CH:4][C:3]([NH2:6])=[N:2]1.[C:7](OCC)(=[O:14])[CH2:8][C:9](OCC)=[O:10].CC[O-].[Na+]. The catalyst is CCO. The product is [N:1]1[N:2]2[C:7]([OH:14])=[CH:8][C:9]([OH:10])=[N:6][C:3]2=[CH:4][CH:5]=1. The yield is 0.770. (2) The reactants are [F:1][CH2:2][CH:3]([C:10]1[CH:15]=[CH:14][CH:13]=[CH:12][CH:11]=1)[CH2:4][C:5]([O:7]CC)=[O:6].[OH-].[Li+].O.Cl. The catalyst is CO. The product is [F:1][CH2:2][CH:3]([C:10]1[CH:15]=[CH:14][CH:13]=[CH:12][CH:11]=1)[CH2:4][C:5]([OH:7])=[O:6]. The yield is 0.510. (3) The reactants are [NH:1]1[C:9]2[C:4](=[CH:5][CH:6]=[CH:7][CH:8]=2)[C:3]2([C:13]3[C:14]4[C:18]([CH:19]=[CH:20][C:12]=3[O:11][CH2:10]2)=[N:17][O:16][N:15]=4)[C:2]1=[O:21].[H-].[Na+].[CH2:24]([O:31][C:32]1[CH:33]=[CH:34][C:35]([CH2:38]Cl)=[N:36][CH:37]=1)[C:25]1[CH:30]=[CH:29][CH:28]=[CH:27][CH:26]=1.[I-].[K+].[Cl-].[NH4+]. The catalyst is CN(C)C=O.O. The product is [CH2:24]([O:31][C:32]1[CH:33]=[CH:34][C:35]([CH2:38][N:1]2[C:9]3[C:4](=[CH:5][CH:6]=[CH:7][CH:8]=3)[C:3]3([C:13]4[C:14]5=[N:15][O:16][N:17]=[C:18]5[CH:19]=[CH:20][C:12]=4[O:11][CH2:10]3)[C:2]2=[O:21])=[N:36][CH:37]=1)[C:25]1[CH:26]=[CH:27][CH:28]=[CH:29][CH:30]=1. The yield is 0.0500.